Dataset: Reaction yield outcomes from USPTO patents with 853,638 reactions. Task: Predict the reaction yield, written as a fraction of the theoretical maximum amount of product (1.0 means a 100% yield; for example, 0.34 means a 34% yield). (1) The reactants are [NH2:1][C:2]1[C:3]2[CH2:18][CH:17]([C:19]3[C:24]([Cl:25])=[CH:23][CH:22]=[CH:21][C:20]=3[Cl:26])[C:16](=[O:27])[NH:15][C:4]=2[N:5]=[C:6]([NH:8][C:9]2[CH:14]=[CH:13][CH:12]=[CH:11][CH:10]=2)[N:7]=1.[H-].[Na+].O.CC(O)=O. The catalyst is CS(C)=O. The product is [NH2:1][C:2]1[C:3]2[CH:18]=[C:17]([C:19]3[C:24]([Cl:25])=[CH:23][CH:22]=[CH:21][C:20]=3[Cl:26])[C:16](=[O:27])[NH:15][C:4]=2[N:5]=[C:6]([NH:8][C:9]2[CH:14]=[CH:13][CH:12]=[CH:11][CH:10]=2)[N:7]=1. The yield is 0.870. (2) The reactants are [NH2:1][C:2]1[CH:6]=[CH:5][NH:4][C:3]=1[C:7]([O:9][CH2:10][CH3:11])=[O:8].[Cl:12][C:13]1[C:29]([CH3:30])=[CH:28][C:16]2[NH:17][C:18]([S:20][C:21]3[O:25][C:24]([CH:26]=O)=[CH:23][CH:22]=3)=[N:19][C:15]=2[CH:14]=1.[C:31]1(=O)[CH2:36][CH2:35][CH2:34][C:33](=[O:37])[CH2:32]1. The catalyst is C(O)CCC. The product is [CH2:10]([O:9][C:7]([C:3]1[NH:4][CH:5]=[C:6]2[CH:26]([C:24]3[O:25][C:21]([S:20][C:18]4[NH:17][C:16]5[CH:28]=[C:29]([CH3:30])[C:13]([Cl:12])=[CH:14][C:15]=5[N:19]=4)=[CH:22][CH:23]=3)[C:32]3[C:33](=[O:37])[CH2:34][CH2:35][CH2:36][C:31]=3[NH:1][C:2]=12)=[O:8])[CH3:11]. The yield is 0.110. (3) The reactants are [Br:1][CH2:2][CH2:3][CH2:4][CH2:5][CH2:6][CH2:7][CH2:8][CH2:9][CH2:10][OH:11].C(=O)(O)[O-].[Na+].[Br-].[K+].S(=O)(O)[O-].[Na+]. The catalyst is O.ClCCl. The product is [Br:1][CH2:2][CH2:3][CH2:4][CH2:5][CH2:6][CH2:7][CH2:8][CH2:9][CH:10]=[O:11]. The yield is 0.940.